This data is from Forward reaction prediction with 1.9M reactions from USPTO patents (1976-2016). The task is: Predict the product of the given reaction. (1) Given the reactants [CH2:1]([N:5]([CH2:29][CH2:30][CH2:31][CH3:32])[C:6]1[CH:11]=[CH:10][C:9]([CH:12]=[CH:13][C:14]2[CH2:19][C:18]([CH3:21])([CH3:20])[CH2:17][C:16](=[CH:22][CH:23]=O)[C:15]=2[O:25][CH3:26])=[C:8]([O:27][CH3:28])[CH:7]=1)[CH2:2][CH2:3][CH3:4].[C:33]([C:35]1[C:36](=[C:43]([C:46]#[N:47])[C:44]#[N:45])[O:37][C:38]([CH3:42])([CH3:41])[C:39]=1[CH3:40])#[N:34].C([O-])(=O)C.[NH4+], predict the reaction product. The product is: [CH2:29]([N:5]([CH2:1][CH2:2][CH2:3][CH3:4])[C:6]1[CH:11]=[CH:10][C:9]([CH:12]=[CH:13][C:14]2[CH2:19][C:18]([CH3:21])([CH3:20])[CH2:17][C:16](=[CH:22][CH:23]=[CH:40][C:39]3[C:38]([CH3:41])([CH3:42])[O:37][C:36](=[C:43]([C:44]#[N:45])[C:46]#[N:47])[C:35]=3[C:33]#[N:34])[C:15]=2[O:25][CH3:26])=[C:8]([O:27][CH3:28])[CH:7]=1)[CH2:30][CH2:31][CH3:32]. (2) Given the reactants [CH2:1]([C:3]1[S:28][C:6]2[N:7]([CH2:13][C:14]3[CH:19]=[CH:18][C:17]([C:20]4[C:21]([C:26]#[N:27])=[CH:22][CH:23]=[CH:24][CH:25]=4)=[CH:16][CH:15]=3)[C:8](=[O:12])[NH:9][C:10](=[O:11])[C:5]=2[CH:4]=1)[CH3:2].[CH:29]1([CH:35]2[CH2:37][O:36]2)[CH2:34][CH2:33][CH2:32][CH2:31][CH2:30]1.C(=O)([O-])[O-].[K+].[K+].C[N+]1([O-])CCOCC1, predict the reaction product. The product is: [CH:29]1([C:35](=[O:36])[CH2:37][N:9]2[C:10](=[O:11])[C:5]3[CH:4]=[C:3]([CH2:1][CH3:2])[S:28][C:6]=3[N:7]([CH2:13][C:14]3[CH:19]=[CH:18][C:17]([C:20]4[C:21]([C:26]#[N:27])=[CH:22][CH:23]=[CH:24][CH:25]=4)=[CH:16][CH:15]=3)[C:8]2=[O:12])[CH2:34][CH2:33][CH2:32][CH2:31][CH2:30]1. (3) Given the reactants O[C:2]([C:5]1[CH:10]=[CH:9][CH:8]=[CH:7][C:6]=1[C:11]1([OH:18])[CH2:16][CH2:15][N:14]([CH3:17])[CH2:13][CH2:12]1)([CH3:4])[CH3:3].B(F)(F)F.CCOCC, predict the reaction product. The product is: [CH3:17][N:14]1[CH2:13][CH2:12][C:11]2([C:6]3[CH:7]=[CH:8][CH:9]=[CH:10][C:5]=3[C:2]([CH3:3])([CH3:4])[O:18]2)[CH2:16][CH2:15]1. (4) Given the reactants [CH3:1][CH:2]([NH:6][CH2:7][C:8]1[S:12][C:11](B(O)O)=[CH:10][CH:9]=1)[CH2:3][O:4][CH3:5].Br[C:17]1[CH:18]=[C:19]2[C:23](=[C:24]([C:26]([NH2:28])=[O:27])[CH:25]=1)[NH:22][CH:21]=[C:20]2[CH:29]1[CH2:34][CH2:33][N:32]([S:35]([CH2:38][CH3:39])(=[O:37])=[O:36])[CH2:31][CH2:30]1.C(=O)([O-])[O-].[K+].[K+], predict the reaction product. The product is: [CH2:38]([S:35]([N:32]1[CH2:31][CH2:30][CH:29]([C:20]2[C:19]3[C:23](=[C:24]([C:26]([NH2:28])=[O:27])[CH:25]=[C:17]([C:11]4[S:12][C:8]([CH2:7][NH:6][CH:2]([CH3:1])[CH2:3][O:4][CH3:5])=[CH:9][CH:10]=4)[CH:18]=3)[NH:22][CH:21]=2)[CH2:34][CH2:33]1)(=[O:37])=[O:36])[CH3:39]. (5) Given the reactants Br[C:2]1[N:3]=[C:4]2[C:10]([C:11]([NH:13][C:14]([CH3:17])([CH3:16])[CH3:15])=[O:12])=[CH:9][N:8]([CH2:18][O:19][CH2:20][CH2:21][Si:22]([CH3:25])([CH3:24])[CH3:23])[C:5]2=[N:6][CH:7]=1.[F:26][C:27]1[CH:35]=[C:34]2[C:30]([CH:31]=[N:32][NH:33]2)=[CH:29][CH:28]=1.CC(C)([O-])C.[Na+], predict the reaction product. The product is: [C:14]([NH:13][C:11]([C:10]1[C:4]2[C:5](=[N:6][CH:7]=[C:2]([N:33]3[C:34]4[C:30](=[CH:29][CH:28]=[C:27]([F:26])[CH:35]=4)[CH:31]=[N:32]3)[N:3]=2)[N:8]([CH2:18][O:19][CH2:20][CH2:21][Si:22]([CH3:25])([CH3:24])[CH3:23])[CH:9]=1)=[O:12])([CH3:17])([CH3:16])[CH3:15]. (6) Given the reactants [OH:1][C:2]1[CH:11]=[CH:10][C:5]([C:6]([O:8][CH3:9])=[O:7])=[CH:4][CH:3]=1.[O:12]1[CH2:17][CH2:16][CH:15](O)[CH2:14][CH2:13]1.C1(P(C2C=CC=CC=2)C2C=CC=CC=2)C=CC=CC=1.N(C(OC(C)C)=O)=NC(OC(C)C)=O, predict the reaction product. The product is: [O:12]1[CH2:17][CH2:16][CH:15]([O:1][C:2]2[CH:3]=[CH:4][C:5]([C:6]([O:8][CH3:9])=[O:7])=[CH:10][CH:11]=2)[CH2:14][CH2:13]1.